The task is: Predict the product of the given reaction.. This data is from Forward reaction prediction with 1.9M reactions from USPTO patents (1976-2016). (1) Given the reactants [C:1]1([C:7](=O)[CH2:8][CH:9]([C:12]#[N:13])[C:10]#[N:11])[CH:6]=[CH:5][CH:4]=[CH:3][CH:2]=1.C(N(CC)CC)C.[Cl:22][C:23]1[CH:28]=[C:27]([Cl:29])[CH:26]=[CH:25][C:24]=1[SH:30], predict the reaction product. The product is: [Cl:22][C:23]1[CH:28]=[C:27]([Cl:29])[CH:26]=[CH:25][C:24]=1[S:30][C:10]1[NH:11][C:7]([C:1]2[CH:6]=[CH:5][CH:4]=[CH:3][CH:2]=2)=[CH:8][C:9]=1[C:12]#[N:13]. (2) Given the reactants [OH:1][CH:2]([C:6]12[CH2:15][CH:10]3[CH2:11][CH:12]([CH2:14][CH:8]([CH2:9]3)[CH2:7]1)[CH2:13]2)[C:3]([OH:5])=[O:4].[C:16](Cl)(=O)C, predict the reaction product. The product is: [OH:1][CH:2]([C:6]12[CH2:15][CH:10]3[CH2:11][CH:12]([CH2:14][CH:8]([CH2:9]3)[CH2:7]1)[CH2:13]2)[C:3]([O:5][CH3:16])=[O:4].